From a dataset of Forward reaction prediction with 1.9M reactions from USPTO patents (1976-2016). Predict the product of the given reaction. (1) Given the reactants [C:1]([C:3]([CH3:24])([CH3:23])[C:4]1[CH:9]=[CH:8][C:7]([NH:10][C:11](=[O:22])[C:12]2[CH:17]=[CH:16][C:15]([O:18][CH3:19])=[C:14]([O:20][CH3:21])[CH:13]=2)=[CH:6][CH:5]=1)#[N:2].NO.C1C=CC2N(O)N=[N:33]C=2C=1.C(Cl)CCl.[O:41]([CH2:48][C:49]([OH:51])=O)[C:42]1[CH:47]=[CH:46][CH:45]=[CH:44][CH:43]=1, predict the reaction product. The product is: [CH3:21][O:20][C:14]1[CH:13]=[C:12]([CH:17]=[CH:16][C:15]=1[O:18][CH3:19])[C:11]([NH:10][C:7]1[CH:6]=[CH:5][C:4]([C:3]([CH3:24])([C:1]2[N:33]=[C:49]([CH2:48][O:41][C:42]3[CH:47]=[CH:46][CH:45]=[CH:44][CH:43]=3)[O:51][N:2]=2)[CH3:23])=[CH:9][CH:8]=1)=[O:22]. (2) Given the reactants Br[C:2]1[CH:7]=[CH:6][C:5]([N:8]2[CH:12]=[CH:11][C:10]([CH2:13][CH2:14][C:15]([O:17][CH2:18][CH3:19])=[O:16])=[C:9]2[C:20]2[CH:25]=[CH:24][C:23]([C:26](=[O:28])[NH2:27])=[CH:22][C:21]=2[CH3:29])=[CH:4][CH:3]=1.[NH:30]1[CH:34]=[CH:33][N:32]=[CH:31]1.N1CCC[C@H]1C(O)=O.C([O-])([O-])=O.[K+].[K+], predict the reaction product. The product is: [N:30]1([C:2]2[CH:7]=[CH:6][C:5]([N:8]3[CH:12]=[CH:11][C:10]([CH2:13][CH2:14][C:15]([O:17][CH2:18][CH3:19])=[O:16])=[C:9]3[C:20]3[CH:25]=[CH:24][C:23]([C:26](=[O:28])[NH2:27])=[CH:22][C:21]=3[CH3:29])=[CH:4][CH:3]=2)[CH:34]=[CH:33][N:32]=[CH:31]1. (3) Given the reactants [CH3:1]C(C)([O-])C.[K+].[CH2:7]([O:14][C:15]1[CH:16]=[CH:17][C:18]([Br:23])=[C:19]([CH:22]=1)[CH:20]=O)[C:8]1[CH:13]=[CH:12][CH:11]=[CH:10][CH:9]=1, predict the reaction product. The product is: [CH2:7]([O:14][C:15]1[CH:16]=[CH:17][C:18]([Br:23])=[C:19]([CH:20]=[CH2:1])[CH:22]=1)[C:8]1[CH:13]=[CH:12][CH:11]=[CH:10][CH:9]=1. (4) Given the reactants C([O:3][CH:4](OCC)[C:5]1[CH:10]=[CH:9][C:8](/[CH:11]=[CH:12]/[CH2:13][O:14][C:15]2[CH:20]=[CH:19][C:18]([CH3:21])=[CH:17][CH:16]=2)=[CH:7][CH:6]=1)C.Cl.[OH-].[Na+], predict the reaction product. The product is: [CH3:21][C:18]1[CH:17]=[CH:16][C:15]([O:14][CH2:13]/[CH:12]=[CH:11]/[C:8]2[CH:7]=[CH:6][C:5]([CH:4]=[O:3])=[CH:10][CH:9]=2)=[CH:20][CH:19]=1. (5) Given the reactants [NH2:1][C@@H:2]1[CH2:7][CH2:6][C@H:5]([NH:8][C:9]([C:11]2[C:15]3[N:16]=[CH:17][N:18]=[C:19]([C:20]4[CH:25]=[CH:24][C:23]([O:26][CH3:27])=[CH:22][C:21]=4[O:28][CH2:29][CH2:30][O:31][CH3:32])[C:14]=3[NH:13][CH:12]=2)=[O:10])[CH2:4][CH2:3]1.[CH:33]1([C:36](Cl)=[O:37])[CH2:35][CH2:34]1, predict the reaction product. The product is: [CH:33]1([C:36]([NH:1][C@@H:2]2[CH2:7][CH2:6][C@H:5]([NH:8][C:9]([C:11]3[C:15]4[N:16]=[CH:17][N:18]=[C:19]([C:20]5[CH:25]=[CH:24][C:23]([O:26][CH3:27])=[CH:22][C:21]=5[O:28][CH2:29][CH2:30][O:31][CH3:32])[C:14]=4[NH:13][CH:12]=3)=[O:10])[CH2:4][CH2:3]2)=[O:37])[CH2:35][CH2:34]1. (6) The product is: [C:1]([O:4][C@@H:5]1[C@@H:13]([C@@:14]2([CH3:31])[CH2:19][CH2:18][C@H:17]([O:20][Si:21]([C:24]([CH3:26])([CH3:27])[CH3:25])([CH3:23])[CH3:22])[CH2:16][C@@H:15]2[CH2:28][CH2:29][N:37]2[CH2:41][CH2:40][CH2:39][CH2:38]2)[CH2:12][CH2:11][C@@:10]2([CH3:32])[C@H:6]1[CH2:7][CH2:8][C:9]12[O:36][CH2:35][CH2:34][O:33]1)(=[O:3])[CH3:2]. Given the reactants [C:1]([O:4][C@@H:5]1[C@@H:13]([C@@:14]2([CH3:31])[CH2:19][CH2:18][C@H:17]([O:20][Si:21]([C:24]([CH3:27])([CH3:26])[CH3:25])([CH3:23])[CH3:22])[CH2:16][C@@H:15]2[CH2:28][CH:29]=O)[CH2:12][CH2:11][C@@:10]2([CH3:32])[C@H:6]1[CH2:7][CH2:8][C:9]12[O:36][CH2:35][CH2:34][O:33]1)(=[O:3])[CH3:2].[NH:37]1[CH2:41][CH2:40][CH2:39][CH2:38]1.[BH-](OC(C)=O)(OC(C)=O)OC(C)=O.[Na+], predict the reaction product. (7) Given the reactants [Br:1][C:2]1[CH:3]=[C:4]2[C:9](=[CH:10][CH:11]=1)[CH:8]=[C:7]([C:12](=[O:16])[CH:13]=[N+]=[N-])[CH:6]=[CH:5]2.[BrH:17].C([O-])(O)=O.[Na+], predict the reaction product. The product is: [Br:17][CH2:13][C:12]([C:7]1[CH:6]=[CH:5][C:4]2[C:9](=[CH:10][CH:11]=[C:2]([Br:1])[CH:3]=2)[CH:8]=1)=[O:16]. (8) Given the reactants [C:1]([C:3]1[CH:11]=[CH:10][C:6]([C:7](Cl)=[O:8])=[CH:5][CH:4]=1)#[N:2].[NH2:12][C:13]([CH3:29])([CH2:16][N:17]1[N:21]=[C:20]2[C:22]([Cl:28])=[CH:23][C:24]([Cl:27])=[C:25]([Cl:26])[C:19]2=[N:18]1)[C:14]#[N:15], predict the reaction product. The product is: [C:14]([C:13]([NH:12][C:7](=[O:8])[C:6]1[CH:10]=[CH:11][C:3]([C:1]#[N:2])=[CH:4][CH:5]=1)([CH3:29])[CH2:16][N:17]1[N:21]=[C:20]2[C:22]([Cl:28])=[CH:23][C:24]([Cl:27])=[C:25]([Cl:26])[C:19]2=[N:18]1)#[N:15]. (9) Given the reactants [CH3:1][O:2][C:3]1[CH:9]=[C:8]([N:10]2[CH2:15][CH2:14][O:13][CH2:12][CH2:11]2)[CH:7]=[CH:6][C:4]=1[NH2:5].[Br:16][C:17]1[CH:18]=[CH:19][CH:20]=[C:21]2[C:26]=1[N:25]=[C:24](Cl)[N:23]=[CH:22]2.C([O-])([O-])=O.[K+].[K+], predict the reaction product. The product is: [Br:16][C:17]1[CH:18]=[CH:19][CH:20]=[C:21]2[C:26]=1[N:25]=[C:24]([NH:5][C:4]1[CH:6]=[CH:7][C:8]([N:10]3[CH2:15][CH2:14][O:13][CH2:12][CH2:11]3)=[CH:9][C:3]=1[O:2][CH3:1])[N:23]=[CH:22]2.